This data is from NCI-60 drug combinations with 297,098 pairs across 59 cell lines. The task is: Regression. Given two drug SMILES strings and cell line genomic features, predict the synergy score measuring deviation from expected non-interaction effect. (1) Drug 1: CC1C(C(CC(O1)OC2CC(CC3=C2C(=C4C(=C3O)C(=O)C5=C(C4=O)C(=CC=C5)OC)O)(C(=O)C)O)N)O.Cl. Drug 2: C1=CN(C(=O)N=C1N)C2C(C(C(O2)CO)O)O.Cl. Cell line: OVCAR-8. Synergy scores: CSS=48.4, Synergy_ZIP=-1.64, Synergy_Bliss=-2.55, Synergy_Loewe=-0.540, Synergy_HSA=0.499. (2) Drug 1: CC12CCC3C(C1CCC2=O)CC(=C)C4=CC(=O)C=CC34C. Drug 2: CC1=C(N=C(N=C1N)C(CC(=O)N)NCC(C(=O)N)N)C(=O)NC(C(C2=CN=CN2)OC3C(C(C(C(O3)CO)O)O)OC4C(C(C(C(O4)CO)O)OC(=O)N)O)C(=O)NC(C)C(C(C)C(=O)NC(C(C)O)C(=O)NCCC5=NC(=CS5)C6=NC(=CS6)C(=O)NCCC[S+](C)C)O. Cell line: SF-268. Synergy scores: CSS=64.4, Synergy_ZIP=1.40, Synergy_Bliss=2.93, Synergy_Loewe=4.75, Synergy_HSA=5.50. (3) Drug 1: CC(C1=C(C=CC(=C1Cl)F)Cl)OC2=C(N=CC(=C2)C3=CN(N=C3)C4CCNCC4)N. Drug 2: CCC1=CC2CC(C3=C(CN(C2)C1)C4=CC=CC=C4N3)(C5=C(C=C6C(=C5)C78CCN9C7C(C=CC9)(C(C(C8N6C)(C(=O)OC)O)OC(=O)C)CC)OC)C(=O)OC.C(C(C(=O)O)O)(C(=O)O)O. Cell line: HCC-2998. Synergy scores: CSS=72.5, Synergy_ZIP=13.4, Synergy_Bliss=13.9, Synergy_Loewe=3.10, Synergy_HSA=14.0. (4) Drug 1: C1CC(=O)NC(=O)C1N2CC3=C(C2=O)C=CC=C3N. Drug 2: CCCCC(=O)OCC(=O)C1(CC(C2=C(C1)C(=C3C(=C2O)C(=O)C4=C(C3=O)C=CC=C4OC)O)OC5CC(C(C(O5)C)O)NC(=O)C(F)(F)F)O. Cell line: SF-295. Synergy scores: CSS=5.07, Synergy_ZIP=-3.56, Synergy_Bliss=-1.51, Synergy_Loewe=0.607, Synergy_HSA=0.623. (5) Drug 1: CC(CN1CC(=O)NC(=O)C1)N2CC(=O)NC(=O)C2. Drug 2: CCCS(=O)(=O)NC1=C(C(=C(C=C1)F)C(=O)C2=CNC3=C2C=C(C=N3)C4=CC=C(C=C4)Cl)F. Cell line: HOP-92. Synergy scores: CSS=16.7, Synergy_ZIP=0.558, Synergy_Bliss=0.907, Synergy_Loewe=-0.386, Synergy_HSA=-0.105. (6) Drug 1: CNC(=O)C1=CC=CC=C1SC2=CC3=C(C=C2)C(=NN3)C=CC4=CC=CC=N4. Drug 2: C1=CC(=CC=C1C#N)C(C2=CC=C(C=C2)C#N)N3C=NC=N3. Cell line: HS 578T. Synergy scores: CSS=8.87, Synergy_ZIP=1.61, Synergy_Bliss=9.86, Synergy_Loewe=4.83, Synergy_HSA=5.93.